Task: Predict the product of the given reaction.. Dataset: Forward reaction prediction with 1.9M reactions from USPTO patents (1976-2016) (1) The product is: [CH:10]1([CH2:13][N:14]([CH2:1][C@@H:2]([OH:9])[C:3]2[CH:4]=[CH:5][CH:6]=[CH:7][CH:8]=2)[C:22](=[O:23])[O:24][C:25]([CH3:28])([CH3:27])[CH3:26])[CH2:12][CH2:11]1. Given the reactants [CH2:1]1[O:9][C@H:2]1[C:3]1[CH:8]=[CH:7][CH:6]=[CH:5][CH:4]=1.[CH:10]1([CH2:13][NH2:14])[CH2:12][CH2:11]1.C(N(CC)CC)C.[C:22](O[C:22]([O:24][C:25]([CH3:28])([CH3:27])[CH3:26])=[O:23])([O:24][C:25]([CH3:28])([CH3:27])[CH3:26])=[O:23], predict the reaction product. (2) Given the reactants Br[C:2]1[C:10]2[O:9][CH:8]([CH2:11][Br:12])[CH2:7][C:6]=2[CH:5]=[C:4]([F:13])[CH:3]=1.[Cl:14][C:15]1[CH:20]=[CH:19][CH:18]=[CH:17][C:16]=1B(O)O, predict the reaction product. The product is: [Br:12][CH2:11][C@H:8]1[CH2:7][C:6]2[CH:5]=[C:4]([F:13])[CH:3]=[C:2]([C:16]3[CH:17]=[CH:18][CH:19]=[CH:20][C:15]=3[Cl:14])[C:10]=2[O:9]1. (3) Given the reactants [F-:1].[K+].CCCCCCCCCC[N+](CCCCCCCCCC)(CCCCCCCCCC)C.CCCCCCCCC[N+](CCCCCCCCC)(CCCCCCCCC)C.CCCCCCCC[N+](CCCCCCCC)(CCCCCCCC)C.[Cl-].[Cl-].[Cl-].[C:93]([C:97]([C:99]([C:105]([F:108])([F:107])[F:106])([C:101]([F:104])([F:103])[F:102])[F:100])=O)([F:96])([F:95])[F:94].S([O:114][CH3:115])(OC)(=O)=O.[OH-].[K+], predict the reaction product. The product is: [C:93]([C:97]([C:99]([C:105]([F:108])([F:107])[F:106])([C:101]([F:104])([F:103])[F:102])[F:100])([O:114][CH3:115])[F:1])([F:96])([F:95])[F:94]. (4) Given the reactants [Br:1][C:2]1[CH:3]=[C:4]([CH:8]=[CH:9][CH:10]=1)[C:5]([OH:7])=[O:6].[C:11](Br)([CH3:14])([CH3:13])[CH3:12], predict the reaction product. The product is: [C:11]([O:6][C:5](=[O:7])[C:4]1[CH:8]=[CH:9][CH:10]=[C:2]([Br:1])[CH:3]=1)([CH3:14])([CH3:13])[CH3:12]. (5) The product is: [Cl:32][C:33]1[CH:38]=[CH:37][C:36]([C:22]2[C:5]3[O:6][C@@H:7]([CH2:10][O:11][S:12]([C:15]4[CH:16]=[CH:17][C:18]([CH3:21])=[CH:19][CH:20]=4)(=[O:13])=[O:14])[CH2:8][O:9][C:4]=3[CH:3]=[C:2]([Cl:1])[CH:23]=2)=[C:35]([CH3:42])[CH:34]=1. Given the reactants [Cl:1][C:2]1[CH:23]=[C:22](OS(C(F)(F)F)(=O)=O)[C:5]2[O:6][C@@H:7]([CH2:10][O:11][S:12]([C:15]3[CH:20]=[CH:19][C:18]([CH3:21])=[CH:17][CH:16]=3)(=[O:14])=[O:13])[CH2:8][O:9][C:4]=2[CH:3]=1.[Cl:32][C:33]1[CH:38]=[CH:37][C:36](B(O)O)=[C:35]([CH3:42])[CH:34]=1, predict the reaction product. (6) Given the reactants [OH:1][C@H:2]([C:13]1[CH:22]=[CH:21][C:16]2[C:17](=[O:20])[O:18][CH2:19][C:15]=2[C:14]=1[CH3:23])[CH2:3][N:4]1[CH:9]2[CH2:10][NH:11][CH2:12][CH:5]1[CH2:6][O:7][CH2:8]2.[CH3:24][C@H:25]1[CH2:34][C:33]2[C:28](=[CH:29][CH:30]=[C:31]([CH:35]3[CH2:37][O:36]3)[CH:32]=2)[C:27](=[O:38])[O:26]1, predict the reaction product. The product is: [OH:36][CH:35]([C:31]1[CH:32]=[C:33]2[C:28](=[CH:29][CH:30]=1)[C:27](=[O:38])[O:26][C@@H:25]([CH3:24])[CH2:34]2)[CH2:37][N:11]1[CH2:12][CH:5]2[N:4]([CH2:3][C@H:2]([OH:1])[C:13]3[C:14]([CH3:23])=[C:15]4[C:16](=[CH:21][CH:22]=3)[C:17](=[O:20])[O:18][CH2:19]4)[CH:9]([CH2:8][O:7][CH2:6]2)[CH2:10]1.